This data is from Orexin1 receptor HTS with 218,158 compounds and 233 confirmed actives. The task is: Binary Classification. Given a drug SMILES string, predict its activity (active/inactive) in a high-throughput screening assay against a specified biological target. (1) The drug is s1c(C2(CCOCC2)C(=O)Nc2nccc(c2)C)ccc1. The result is 0 (inactive). (2) The molecule is S(=O)(=O)(N(CC(=O)N1CCN(CC1)CCC)c1ccc(C(C)C)cc1)c1c(n(nc1C)C)C. The result is 0 (inactive). (3) The molecule is o1c(C(=O)NCC(=O)Nc2c(cccc2)C(OC)=O)ccc1. The result is 0 (inactive). (4) The drug is S(=O)(=O)(Cc1ccccc1)CC(=O)Nc1sc(nn1)C(C)C. The result is 0 (inactive). (5) The molecule is O=C1N(c2c(C1Cc1n(c(=O)c3c(n1)cccc3)C)cccc2)CCC. The result is 0 (inactive).